From a dataset of Reaction yield outcomes from USPTO patents with 853,638 reactions. Predict the reaction yield, written as a fraction of the theoretical maximum amount of product (1.0 means a 100% yield; for example, 0.34 means a 34% yield). The reactants are O1CCOCC1.Br[C:8]1[CH:9]=[N:10][C:11]([C:14]2[CH:19]=[CH:18][CH:17]=[CH:16][CH:15]=2)=[N:12][CH:13]=1.CN(C1CCCCC1)C1CCCCC1.[C:34]([O:38][CH3:39])(=[O:37])[CH:35]=[CH2:36]. The catalyst is C(OCC)(=O)C.C1C=CC(/C=C/C(/C=C/C2C=CC=CC=2)=O)=CC=1.C1C=CC(/C=C/C(/C=C/C2C=CC=CC=2)=O)=CC=1.C1C=CC(/C=C/C(/C=C/C2C=CC=CC=2)=O)=CC=1.[Pd].[Pd].F[B-](F)(F)F.C([PH+](C(C)(C)C)C(C)(C)C)(C)(C)C. The product is [CH3:39][O:38][C:34](=[O:37])/[CH:35]=[CH:36]/[C:8]1[CH:9]=[N:10][C:11]([C:14]2[CH:19]=[CH:18][CH:17]=[CH:16][CH:15]=2)=[N:12][CH:13]=1. The yield is 0.560.